From a dataset of Full USPTO retrosynthesis dataset with 1.9M reactions from patents (1976-2016). Predict the reactants needed to synthesize the given product. (1) Given the product [CH2:22]([NH:21][C:9](=[O:11])[CH:8]([C:5]1[CH:4]=[CH:3][C:2]([OH:1])=[CH:7][CH:6]=1)[CH3:12])[CH3:23], predict the reactants needed to synthesize it. The reactants are: [OH:1][C:2]1[CH:7]=[CH:6][C:5]([CH:8]([CH3:12])[C:9]([OH:11])=O)=[CH:4][CH:3]=1.CN(C(O[N:21]1N=N[C:23]2C=CC=C[C:22]1=2)=[N+](C)C)C.[B-](F)(F)(F)F.C(N)C. (2) The reactants are: C([O:4][C:5]1[CH:10]=[C:9]([N+:11]([O-:13])=[O:12])[CH:8]=[CH:7][C:6]=1[CH2:14][N:15]1C(=O)C2=CC=CC=C2C1=O)(=O)C.C(Cl)Cl.NN. Given the product [OH:4][C:5]1[CH:10]=[C:9]([N+:11]([O-:13])=[O:12])[CH:8]=[CH:7][C:6]=1[CH2:14][NH2:15], predict the reactants needed to synthesize it. (3) Given the product [Br:1][C:2]1[N:3]=[C:4]2[CH:9]=[C:10]([C:11]3[CH:16]=[CH:15][C:14]([O:17][CH3:18])=[CH:13][CH:12]=3)[N:8]([CH2:45][O:44][CH2:43][CH2:42][Si:41]([CH3:48])([CH3:47])[CH3:40])[C:5]2=[N:6][CH:7]=1, predict the reactants needed to synthesize it. The reactants are: [Br:1][C:2]1[N:3]=[C:4]([C:9]#[C:10][C:11]2[CH:16]=[CH:15][C:14]([O:17][CH3:18])=[CH:13][CH:12]=2)[C:5]([NH2:8])=[N:6][CH:7]=1.C(C1C=CC(OC)=CC=1)#C.BrC1C(N)=NC=C(Br)N=1.[H-].[Na+].[CH3:40][Si:41]([CH3:48])([CH3:47])[CH2:42][CH2:43][O:44][CH2:45]Cl. (4) The reactants are: [H-].[Na+].[CH3:3][C:4]1[C:12]2[C:7](=[CH:8][CH:9]=[CH:10][CH:11]=2)[NH:6][CH:5]=1.I[CH3:14]. Given the product [CH3:14][N:6]1[C:7]2[C:12](=[CH:11][CH:10]=[CH:9][CH:8]=2)[C:4]([CH3:3])=[CH:5]1, predict the reactants needed to synthesize it.